This data is from Experimentally validated miRNA-target interactions with 360,000+ pairs, plus equal number of negative samples. The task is: Binary Classification. Given a miRNA mature sequence and a target amino acid sequence, predict their likelihood of interaction. (1) The miRNA is hsa-miR-2467-3p with sequence AGCAGAGGCAGAGAGGCUCAGG. The protein sequence of the target gene is MSTGSVSDPEEMELRGLQREYPVPASKRPPLRGVERSYASPSDNSSAEEEDPDGEEERCALGTAGSAEGCKRKRPRVAGGGGAGGSAGGGGKKPLPAKGSAAECKQSQRNAANARERARMRVLSKAFSRLKTSLPWVPPDTKLSKLDTLRLASSYIAHLRQLLQEDRYENGYVHPVNLTWPFVVSGRPDSDTKEVSAANRLCGTTA. Result: 1 (interaction). (2) The miRNA is hsa-miR-145-5p with sequence GUCCAGUUUUCCCAGGAAUCCCU. The protein sequence of the target gene is MAPRLCSISVTARRLLGGPGPRAGDVASAAAARFYSKDNEGSWFRSLFVHKVDPRKDAHSTLLSKKETSNLYKIQFHNVKPEYLDAYNSLTEAVLPKLHLDEDYPCSLVGNWNTWYGEQDQAVHLWRFSGGYPALMDCMNKLKNNKEYLEFRRERSQMLLSRRNQLLLEFSFWNEPQPRMGPNIYELRTYKLKPGTMIEWGNNWARAIKYRQENQEAVGGFFSQIGELYVVHHLWAYKDLQSREETRNAAWRKRGWDENVYYTVPLVRHMESRIMIPLKISPLQ. Result: 1 (interaction). (3) The miRNA is mmu-miR-329-3p with sequence AACACACCCAGCUAACCUUUUU. The protein sequence of the target gene is MCAVLRQPKCVKLRALHSACKFGVAARSCQELLRKGCVRFQLPMPGSRLCLYEDGTEVTDDCFPGLPNDAELLLLTAGETWHGYVSDITRFLSVFNEPHAGVIQAARQLLSDEQAPLRQKLLADLLHHVSQNITAETREQDPSWFEGLESRFRNKSGYLRYSCESRIRGYLREVSAYTSMVDEAAQEEYLRVLGSMCQKLKSVQYNGSYFDRGAEASSRLCTPEGWFSCQGPFDLESCLSKHSINPYGNRESRILFSTWNLDHIIEKKRTVVPTLAEAIQDGREVNWEYFYSLLFTAENL.... Result: 1 (interaction). (4) The miRNA is hsa-miR-141-5p with sequence CAUCUUCCAGUACAGUGUUGGA. The protein sequence of the target gene is MMDSPKIGNGLPVIGPGTDIGISSLHMVGYLGKNFDSAKVPSDEYCPACREKGKLKALKTYRISFQESIFLCEDLQCIYPLGSKSLNNLISPDLEECHTPHKPQKRKSLESSYKDSLLLANSKKTRNYIAIDGGKVLNSKHNGEVYDETSSNLPDSSGQQNPIRTADSLERNEILEADTVDMATTKDPATVDVSGTGRPSPQNEGCTSKLEMPLESKCTSFPQALCVQWKNAYALCWLDCILSALVHSEELKNTVTGLCSKEESIFWRLLTKYNQANTLLYTSQLSGVKDGDCKKLTSEI.... Result: 0 (no interaction).